Dataset: Catalyst prediction with 721,799 reactions and 888 catalyst types from USPTO. Task: Predict which catalyst facilitates the given reaction. (1) The catalyst class is: 5. Product: [CH3:1][CH:2]([OH:3])[C@@H:4]1[C@:8]2([CH3:23])[C@H:7]([C@H:12]3[C@H:11]([CH2:10][CH2:9]2)[C@:21]2([CH3:22])[C:15](=[CH:16][CH:17]([OH:18])[CH2:19][CH2:20]2)[CH2:14][CH2:13]3)[CH2:6][CH2:5]1. Reactant: [CH3:1][C:2]([C@@H:4]1[C@@:8]2([CH3:23])[CH2:9][CH2:10][C@@H:11]3[C@:21]4([CH3:22])[C:15](=[CH:16][C:17]([CH2:19][CH2:20]4)=[O:18])[CH2:14][CH2:13][C@H:12]3[C@@H:7]2[CH2:6][CH2:5]1)=[O:3].[BH4-].[Na+]. (2) Reactant: C([O:8][C:9]1[CH:26]=[CH:25][C:12]2[NH:13][C:14]([CH2:19][C:20]([O:22][CH2:23][CH3:24])=[O:21])=[N:15][S:16](=[O:18])(=[O:17])[C:11]=2[CH:10]=1)C1C=CC=CC=1. Product: [OH:8][C:9]1[CH:26]=[CH:25][C:12]2[NH:13][C:14]([CH2:19][C:20]([O:22][CH2:23][CH3:24])=[O:21])=[N:15][S:16](=[O:18])(=[O:17])[C:11]=2[CH:10]=1. The catalyst class is: 312. (3) Product: [CH3:25][N:22]1[CH2:21][CH2:20][N:19]([C:17]([C:14]2[CH:13]=[CH:12][C:11]([C:8]3[N:9]=[CH:10][C:5]4[N:6]([C:2]([C:35]5[CH:36]=[CH:37][CH:38]=[CH:39][C:34]=5[C:32]#[N:33])=[CH:3][N:4]=4)[CH:7]=3)=[CH:16][CH:15]=2)=[O:18])[CH2:24][CH2:23]1. The catalyst class is: 335. Reactant: I[C:2]1[N:6]2[CH:7]=[C:8]([C:11]3[CH:16]=[CH:15][C:14]([C:17]([N:19]4[CH2:24][CH2:23][N:22]([CH3:25])[CH2:21][CH2:20]4)=[O:18])=[CH:13][CH:12]=3)[N:9]=[CH:10][C:5]2=[N:4][CH:3]=1.C([O-])([O-])=O.[K+].[K+].[C:32]([C:34]1[CH:39]=[CH:38][CH:37]=[CH:36][C:35]=1B(O)O)#[N:33]. (4) Reactant: [C:1]([C:3]1[CH:4]=[CH:5][C:6]2[O:11][CH:10]([C:12]([OH:14])=O)[CH2:9][NH:8][C:7]=2[CH:15]=1)#[N:2].[NH2:16][C:17]1[CH:22]=[C:21]([O:23][C:24]([O:26][CH3:27])=[O:25])[C:20]([CH:28]2[CH2:32][CH2:31][CH2:30][CH2:29]2)=[CH:19][C:18]=1[CH:33]1[CH2:38][CH2:37][N:36]([C:39]([O:41][C:42]([CH3:45])([CH3:44])[CH3:43])=[O:40])[CH2:35][CH2:34]1.C(P1(=O)OP(CCC)(=O)OP(CCC)(=O)O1)CC.N1C=CC=CC=1. Product: [C:42]([O:41][C:39]([N:36]1[CH2:37][CH2:38][CH:33]([C:18]2[CH:19]=[C:20]([CH:28]3[CH2:29][CH2:30][CH2:31][CH2:32]3)[C:21]([O:23][C:24]([O:26][CH3:27])=[O:25])=[CH:22][C:17]=2[NH:16][C:12]([CH:10]2[CH2:9][NH:8][C:7]3[CH:15]=[C:3]([C:1]#[N:2])[CH:4]=[CH:5][C:6]=3[O:11]2)=[O:14])[CH2:34][CH2:35]1)=[O:40])([CH3:45])([CH3:44])[CH3:43]. The catalyst class is: 4. (5) Reactant: [OH:1][CH2:2][C:3]1[S:7][C:6]([C:8]2[NH:12][C:11]([CH:13]([C:21]3[CH:33]=[CH:32][C:24]([C:25]([O:27]C(C)(C)C)=[O:26])=[CH:23][CH:22]=3)[CH2:14][CH:15]3[CH2:20][CH2:19][O:18][CH2:17][CH2:16]3)=[CH:10][CH:9]=2)=[N:5][CH:4]=1.FC(F)(F)C(O)=O. Product: [OH:1][CH2:2][C:3]1[S:7][C:6]([C:8]2[NH:12][C:11]([CH:13]([C:21]3[CH:22]=[CH:23][C:24]([C:25]([OH:27])=[O:26])=[CH:32][CH:33]=3)[CH2:14][CH:15]3[CH2:20][CH2:19][O:18][CH2:17][CH2:16]3)=[CH:10][CH:9]=2)=[N:5][CH:4]=1. The catalyst class is: 4.